Dataset: Forward reaction prediction with 1.9M reactions from USPTO patents (1976-2016). Task: Predict the product of the given reaction. (1) Given the reactants [Br:1][C:2]1[CH:3]=[C:4]([CH2:23]O)[CH:5]=[C:6]([CH2:9][CH2:10][CH2:11][O:12][Si:13]([CH:20]([CH3:22])[CH3:21])([CH:17]([CH3:19])[CH3:18])[CH:14]([CH3:16])[CH3:15])[C:7]=1[CH3:8].C(Br)(Br)(Br)[Br:26].C1(P(C2C=CC=CC=2)C2C=CC=CC=2)C=CC=CC=1, predict the reaction product. The product is: [Br:1][C:2]1[C:7]([CH3:8])=[C:6]([CH2:9][CH2:10][CH2:11][O:12][Si:13]([CH:20]([CH3:22])[CH3:21])([CH:17]([CH3:19])[CH3:18])[CH:14]([CH3:16])[CH3:15])[CH:5]=[C:4]([CH2:23][Br:26])[CH:3]=1. (2) Given the reactants O=P12OP3(OP(OP(O3)(O1)=O)(=O)O2)=O.[F:15][C:16]([F:32])([F:31])[C:17]1[CH:22]=[CH:21][C:20]([NH:23][C@H:24]([CH2:29][CH3:30])[CH2:25][C:26]([OH:28])=O)=[CH:19][CH:18]=1.[OH-].[Na+].C(OCC)(=O)C, predict the reaction product. The product is: [CH2:29]([C@@H:24]1[CH2:25][C:26](=[O:28])[C:19]2[C:20](=[CH:21][CH:22]=[C:17]([C:16]([F:15])([F:32])[F:31])[CH:18]=2)[NH:23]1)[CH3:30]. (3) Given the reactants Br[C:2]1[CH:7]=[CH:6][N:5]=[C:4]([NH2:8])[CH:3]=1.O.[CH3:10][N:11](C=O)C, predict the reaction product. The product is: [NH2:8][C:4]1[CH:3]=[C:2]([CH:7]=[CH:6][N:5]=1)[C:10]#[N:11]. (4) Given the reactants [CH3:1][O:2][CH:3]([CH2:6][OH:7])[CH2:4][OH:5].Cl[C:9]1[C:10]2[C:17]([C:18]3[CH:23]=[CH:22][C:21]([O:24][CH3:25])=[CH:20][CH:19]=3)=[C:16]([C:26]3[CH:31]=[CH:30][CH:29]=[CH:28][CH:27]=3)[O:15][C:11]=2[N:12]=[CH:13][N:14]=1.C(O)(=O)CC(CC(O)=O)(C(O)=O)O, predict the reaction product. The product is: [CH3:1][O:2][CH:3]([CH2:6][O:7][C:9]1[C:10]2[C:17]([C:18]3[CH:19]=[CH:20][C:21]([O:24][CH3:25])=[CH:22][CH:23]=3)=[C:16]([C:26]3[CH:27]=[CH:28][CH:29]=[CH:30][CH:31]=3)[O:15][C:11]=2[N:12]=[CH:13][N:14]=1)[CH2:4][OH:5]. (5) Given the reactants [F:1][CH:2]([F:14])[C:3]1[N:7](C)[N:6]=[CH:5][C:4]=1[C:9]([O:11][CH2:12][CH3:13])=[O:10].P(OC)(OC)(O[CH3:18])=O.CS(O)(=O)=O, predict the reaction product. The product is: [F:1][CH:2]([F:14])[C:3]1[C:4]([C:9]([O:11][CH2:12][CH3:13])=[O:10])=[CH:5][N:6]([CH3:18])[N:7]=1. (6) Given the reactants [Cl:1][C:2]1[C:7]2[NH:8][C:9]([CH3:11])=[N:10][C:6]=2[C:5]([O:12][CH3:13])=[C:4]([C:14]([O:16]C)=[O:15])[CH:3]=1.[OH-].[Na+], predict the reaction product. The product is: [Cl:1][C:2]1[C:7]2[NH:8][C:9]([CH3:11])=[N:10][C:6]=2[C:5]([O:12][CH3:13])=[C:4]([C:14]([OH:16])=[O:15])[CH:3]=1. (7) Given the reactants [C:1]([O:5][C:6](=[O:54])[NH:7][C@H:8]([C:47]1[CH:52]=[CH:51][CH:50]=[CH:49][C:48]=1[OH:53])[CH2:9][N:10]1[C:15](=[O:16])[C:14]([N:17]2[CH2:22][CH2:21][N:20]([CH2:23][C:24]3[O:25][C:26]([C:29]([F:32])([F:31])[F:30])=[CH:27][CH:28]=3)[CH2:19][CH2:18]2)=[C:13]([CH3:33])[N:12]([CH2:34][C:35]2[C:40]([C:41]([F:44])([F:43])[F:42])=[CH:39][CH:38]=[CH:37][C:36]=2[F:45])[C:11]1=[O:46])([CH3:4])([CH3:3])[CH3:2].C(=O)([O-])[O-].[K+].[K+].[C:61]([O:65][C:66](=[O:69])[CH2:67]Br)([CH3:64])([CH3:63])[CH3:62], predict the reaction product. The product is: [C:61]([O:65][C:66](=[O:69])[CH2:67][O:53][C:48]1[CH:49]=[CH:50][CH:51]=[CH:52][C:47]=1[C@@H:8]([NH:7][C:6]([O:5][C:1]([CH3:2])([CH3:3])[CH3:4])=[O:54])[CH2:9][N:10]1[C:15](=[O:16])[C:14]([N:17]2[CH2:18][CH2:19][N:20]([CH2:23][C:24]3[O:25][C:26]([C:29]([F:30])([F:31])[F:32])=[CH:27][CH:28]=3)[CH2:21][CH2:22]2)=[C:13]([CH3:33])[N:12]([CH2:34][C:35]2[C:40]([C:41]([F:43])([F:44])[F:42])=[CH:39][CH:38]=[CH:37][C:36]=2[F:45])[C:11]1=[O:46])([CH3:64])([CH3:63])[CH3:62].